Dataset: Aqueous solubility values for 9,982 compounds from the AqSolDB database. Task: Regression/Classification. Given a drug SMILES string, predict its absorption, distribution, metabolism, or excretion properties. Task type varies by dataset: regression for continuous measurements (e.g., permeability, clearance, half-life) or binary classification for categorical outcomes (e.g., BBB penetration, CYP inhibition). For this dataset (solubility_aqsoldb), we predict Y. (1) The compound is CC(SC(=S)SC(C)C(=O)O)C(=O)O. The Y is -1.41 log mol/L. (2) The compound is Nc1cc([N+](=O)[O-])cc(C(=O)O)c1O. The Y is -2.49 log mol/L. (3) The molecule is CCCCOC(=O)[C@@H](C)Oc1ccc(Oc2ccc(C(F)(F)F)cn2)cc1. The Y is -5.28 log mol/L.